This data is from Retrosynthesis with 50K atom-mapped reactions and 10 reaction types from USPTO. The task is: Predict the reactants needed to synthesize the given product. Given the product Cc1ccc2c(N3CCN(C(=O)[C@H](O)CC(C)C)CC3CO)nc(-c3ccccc3O)nc2c1, predict the reactants needed to synthesize it. The reactants are: CC(C)C[C@@H](O)C(=O)O.Cc1ccc2c(N3CCNCC3CO)nc(-c3ccccc3O)nc2c1.